From a dataset of Full USPTO retrosynthesis dataset with 1.9M reactions from patents (1976-2016). Predict the reactants needed to synthesize the given product. The reactants are: [C:1]([O:5][C:6]([NH:8][CH2:9][CH2:10][NH:11][CH2:12][C:13]1[CH:14]=[N:15][C:16]([Cl:19])=[CH:17][CH:18]=1)=[O:7])([CH3:4])([CH3:3])[CH3:2].C(N(C(C)C)CC)(C)C.[CH3:29][O:30][C:31]1[CH:36]=[CH:35][C:34]([CH2:37]Cl)=[CH:33][CH:32]=1. Given the product [C:1]([O:5][C:6]([NH:8][CH2:9][CH2:10][N:11]([CH2:12][C:13]1[CH:14]=[N:15][C:16]([Cl:19])=[CH:17][CH:18]=1)[CH2:37][C:34]1[CH:35]=[CH:36][C:31]([O:30][CH3:29])=[CH:32][CH:33]=1)=[O:7])([CH3:4])([CH3:2])[CH3:3], predict the reactants needed to synthesize it.